Dataset: NCI-60 drug combinations with 297,098 pairs across 59 cell lines. Task: Regression. Given two drug SMILES strings and cell line genomic features, predict the synergy score measuring deviation from expected non-interaction effect. (1) Drug 1: C1CCC(C1)C(CC#N)N2C=C(C=N2)C3=C4C=CNC4=NC=N3. Drug 2: CC(C)CN1C=NC2=C1C3=CC=CC=C3N=C2N. Cell line: SNB-19. Synergy scores: CSS=-8.73, Synergy_ZIP=2.65, Synergy_Bliss=-3.27, Synergy_Loewe=-5.73, Synergy_HSA=-7.04. (2) Drug 1: CS(=O)(=O)CCNCC1=CC=C(O1)C2=CC3=C(C=C2)N=CN=C3NC4=CC(=C(C=C4)OCC5=CC(=CC=C5)F)Cl. Drug 2: C1C(C(OC1N2C=NC(=NC2=O)N)CO)O. Cell line: COLO 205. Synergy scores: CSS=28.2, Synergy_ZIP=3.83, Synergy_Bliss=5.08, Synergy_Loewe=1.29, Synergy_HSA=6.92. (3) Drug 1: C#CCC(CC1=CN=C2C(=N1)C(=NC(=N2)N)N)C3=CC=C(C=C3)C(=O)NC(CCC(=O)O)C(=O)O. Drug 2: CN(C(=O)NC(C=O)C(C(C(CO)O)O)O)N=O. Cell line: SR. Synergy scores: CSS=1.32, Synergy_ZIP=-1.16, Synergy_Bliss=-3.46, Synergy_Loewe=-6.41, Synergy_HSA=-6.86. (4) Drug 1: CCCCCOC(=O)NC1=NC(=O)N(C=C1F)C2C(C(C(O2)C)O)O. Drug 2: CC12CCC3C(C1CCC2OP(=O)(O)O)CCC4=C3C=CC(=C4)OC(=O)N(CCCl)CCCl.[Na+]. Cell line: M14. Synergy scores: CSS=0.710, Synergy_ZIP=3.68, Synergy_Bliss=5.05, Synergy_Loewe=-2.15, Synergy_HSA=-1.89. (5) Drug 1: C(CC(=O)O)C(=O)CN.Cl. Drug 2: C1CCC(C(C1)N)N.C(=O)(C(=O)[O-])[O-].[Pt+4]. Cell line: EKVX. Synergy scores: CSS=13.4, Synergy_ZIP=-1.64, Synergy_Bliss=-2.08, Synergy_Loewe=1.64, Synergy_HSA=-1.21. (6) Synergy scores: CSS=-1.03, Synergy_ZIP=2.49, Synergy_Bliss=1.44, Synergy_Loewe=-2.40, Synergy_HSA=-2.60. Cell line: HL-60(TB). Drug 2: COCCOC1=C(C=C2C(=C1)C(=NC=N2)NC3=CC=CC(=C3)C#C)OCCOC.Cl. Drug 1: C1C(C(OC1N2C=NC3=C2NC=NCC3O)CO)O.